Task: Predict the reactants needed to synthesize the given product.. Dataset: Full USPTO retrosynthesis dataset with 1.9M reactions from patents (1976-2016) (1) Given the product [CH3:19][O:18][C:13]1[CH:14]=[CH:15][CH:16]=[CH:17][C:12]=1[C:11]1[C:6]2[C:5](=[CH:10][CH:9]=[CH:8][CH:7]=2)[C:4](=[O:20])[NH:3][C:21]=1[CH:22]1[CH2:30][CH2:29][N:28]([CH3:31])[CH2:27][CH2:26]1, predict the reactants needed to synthesize it. The reactants are: C([N:3]([CH2:21][CH3:22])[C:4](=[O:20])[C:5]1[CH:10]=[CH:9][CH:8]=[CH:7][C:6]=1[CH2:11][C:12]1[CH:17]=[CH:16][CH:15]=[CH:14][C:13]=1[O:18][CH3:19])C.C(C1[CH2:30][CH2:29][N:28]([CH3:31])[CH2:27][CH2:26]1)#N. (2) Given the product [CH2:49]1[C:50]2[C:55](=[CH:54][CH:53]=[CH:52][CH:51]=2)[CH2:56][CH2:57][N:48]1[CH2:47][CH:46]([OH:58])[CH2:45][NH:44][C:9](=[O:11])[C:8]1[CH:12]=[CH:13][CH:14]=[CH:15][C:7]=1[C:2]1[CH:3]=[CH:4][CH:5]=[CH:6][N:1]=1, predict the reactants needed to synthesize it. The reactants are: [N:1]1[CH:6]=[CH:5][CH:4]=[CH:3][C:2]=1[C:7]1[CH:15]=[CH:14][CH:13]=[CH:12][C:8]=1[C:9]([OH:11])=O.CCN=C=NCCCN(C)C.C1C=CC2N(O)N=NC=2C=1.CCN(CC)CC.[NH2:44][CH2:45][CH:46]([OH:58])[CH2:47][N:48]1[CH2:57][CH2:56][C:55]2[C:50](=[CH:51][CH:52]=[CH:53][CH:54]=2)[CH2:49]1. (3) Given the product [CH3:29][C:23]1[CH:24]=[C:25]([CH3:28])[CH:26]=[CH:27][C:22]=1[N:21]([CH2:17][CH:18]([CH3:20])[CH3:19])[S:2]([C:5]1[CH:6]=[CH:7][C:8]([O:15][CH3:16])=[C:9]([CH:14]=1)[C:10]([O:12][CH3:13])=[O:11])(=[O:4])=[O:3], predict the reactants needed to synthesize it. The reactants are: Cl[S:2]([C:5]1[CH:6]=[CH:7][C:8]([O:15][CH3:16])=[C:9]([CH:14]=1)[C:10]([O:12][CH3:13])=[O:11])(=[O:4])=[O:3].[CH2:17]([NH:21][C:22]1[CH:27]=[CH:26][C:25]([CH3:28])=[CH:24][C:23]=1[CH3:29])[CH:18]([CH3:20])[CH3:19]. (4) Given the product [Cl:27][C:14](=[O:15])[CH2:13][CH2:12][N:11]([CH2:17][CH2:18][C:19]1[CH:24]=[CH:23][C:22]([Cl:25])=[C:21]([Cl:26])[CH:20]=1)[C:9](=[O:10])[O:8][CH2:1][C:2]1[CH:7]=[CH:6][CH:5]=[CH:4][CH:3]=1, predict the reactants needed to synthesize it. The reactants are: [CH2:1]([O:8][C:9]([N:11]([CH2:17][CH2:18][C:19]1[CH:24]=[CH:23][C:22]([Cl:25])=[C:21]([Cl:26])[CH:20]=1)[CH2:12][CH2:13][C:14](O)=[O:15])=[O:10])[C:2]1[CH:7]=[CH:6][CH:5]=[CH:4][CH:3]=1.[Cl:27]C1C(Cl)=CC=CC=1CCN.C(Cl)(=O)C(Cl)=O.CN(C=O)C.